This data is from Forward reaction prediction with 1.9M reactions from USPTO patents (1976-2016). The task is: Predict the product of the given reaction. Given the reactants [Cl:1][C:2]1[N:3]=[CH:4][N:5]([C:7]2[CH:12]=[CH:11][C:10]([NH:13][C:14]3[N:15]=[C:16]([NH:29][CH3:30])[C:17]4[CH2:22][CH2:21][CH:20]([C:23]5[CH:28]=[CH:27][CH:26]=[CH:25][CH:24]=5)[C:18]=4[N:19]=3)=[CH:9][C:8]=2[O:31][CH3:32])[CH:6]=1, predict the reaction product. The product is: [Cl:1][C:2]1[N:3]=[CH:4][N:5]([C:7]2[CH:12]=[CH:11][C:10]([NH:13][C:14]3[N:15]=[C:16]([NH:29][CH3:30])[C:17]4[CH2:22][CH2:21][C@H:20]([C:23]5[CH:28]=[CH:27][CH:26]=[CH:25][CH:24]=5)[C:18]=4[N:19]=3)=[CH:9][C:8]=2[O:31][CH3:32])[CH:6]=1.